This data is from Peptide-MHC class I binding affinity with 185,985 pairs from IEDB/IMGT. The task is: Regression. Given a peptide amino acid sequence and an MHC pseudo amino acid sequence, predict their binding affinity value. This is MHC class I binding data. (1) The peptide sequence is WAGIWGGKL. The MHC is HLA-A30:01 with pseudo-sequence HLA-A30:01. The binding affinity (normalized) is 0.0847. (2) The MHC is Mamu-A2201 with pseudo-sequence Mamu-A2201. The peptide sequence is GGNRSWPWQI. The binding affinity (normalized) is 0. (3) The peptide sequence is EVRKAIEFV. The MHC is HLA-A23:01 with pseudo-sequence HLA-A23:01. The binding affinity (normalized) is 0.337. (4) The peptide sequence is SFVTDLEKY. The MHC is HLA-B46:01 with pseudo-sequence HLA-B46:01. The binding affinity (normalized) is 0.0847. (5) The MHC is HLA-A02:01 with pseudo-sequence HLA-A02:01. The peptide sequence is HLVEALYLVC. The binding affinity (normalized) is 0.143. (6) The peptide sequence is SLAGGIIGV. The MHC is HLA-A02:06 with pseudo-sequence HLA-A02:06. The binding affinity (normalized) is 1.00. (7) The peptide sequence is LSNCVHPAV. The MHC is HLA-A02:06 with pseudo-sequence HLA-A02:06. The binding affinity (normalized) is 0.433.